From a dataset of Full USPTO retrosynthesis dataset with 1.9M reactions from patents (1976-2016). Predict the reactants needed to synthesize the given product. (1) Given the product [Cl:1][C:2]1[CH:3]=[CH:4][C:5]([S:20][CH2:13][CH2:12][CH3:17])=[C:6]([CH:9]=1)[C:7]#[N:8], predict the reactants needed to synthesize it. The reactants are: [Cl:1][C:2]1[CH:3]=[CH:4][C:5](F)=[C:6]([CH:9]=1)[C:7]#[N:8].Cl[C:12]1[CH:17]=C(Cl)C=C(C)[C:13]=1[S:20](CC)(=O)=O.C(S)CC. (2) Given the product [C:2]([C:7]1[O:11][C:10]([CH2:12][N:13]2[CH:17]=[CH:16][C:15]([NH:18][C:32](=[O:33])/[CH:31]=[CH:30]/[C:21]3[CH:22]=[CH:23][CH:24]=[C:25]([C:26]([F:28])([F:27])[F:29])[C:20]=3[F:19])=[N:14]2)=[CH:9][CH:8]=1)(=[O:6])[CH3:1], predict the reactants needed to synthesize it. The reactants are: [CH3:1][C:2]1([C:7]2[O:11][C:10]([CH2:12][N:13]3[CH:17]=[CH:16][C:15]([NH2:18])=[N:14]3)=[CH:9][CH:8]=2)[O:6]CCO1.[F:19][C:20]1[C:25]([C:26]([F:29])([F:28])[F:27])=[CH:24][CH:23]=[CH:22][C:21]=1/[CH:30]=[CH:31]/[C:32](O)=[O:33].